From a dataset of Forward reaction prediction with 1.9M reactions from USPTO patents (1976-2016). Predict the product of the given reaction. (1) Given the reactants [NH2:1][C:2]1[CH:7]=[CH:6][C:5]([S:8]([N:11]2[CH2:15][CH2:14][S:13][CH:12]2[C:16]([O:18][C@H:19]([C:30]2[CH:35]=[CH:34][C:33]([O:36][CH:37]([F:39])[F:38])=[C:32]([O:40][CH2:41][CH:42]3[CH2:44][CH2:43]3)[CH:31]=2)[CH2:20][C:21]2[C:26]([Cl:27])=[CH:25][N+:24]([O-:28])=[CH:23][C:22]=2[Cl:29])=[O:17])(=[O:10])=[O:9])=[CH:4][CH:3]=1.N1C=CC=CC=1.[CH3:51][S:52](Cl)(=[O:54])=[O:53], predict the reaction product. The product is: [Cl:27][C:26]1[CH:25]=[N+:24]([O-:28])[CH:23]=[C:22]([Cl:29])[C:21]=1[CH2:20][C@@H:19]([C:30]1[CH:35]=[CH:34][C:33]([O:36][CH:37]([F:38])[F:39])=[C:32]([O:40][CH2:41][CH:42]2[CH2:44][CH2:43]2)[CH:31]=1)[O:18][C:16]([CH:12]1[N:11]([S:8]([C:5]2[CH:4]=[CH:3][C:2]([NH:1][S:52]([CH3:51])(=[O:54])=[O:53])=[CH:7][CH:6]=2)(=[O:10])=[O:9])[CH2:15][CH2:14][S:13]1)=[O:17]. (2) Given the reactants [CH3:1][O:2][C:3]([CH:5]1[CH:10]([NH:11][S:12]([C:15]2[CH:20]=[CH:19][C:18]([O:21][CH2:22][C:23]3[C:32]4[C:27](=[CH:28][CH:29]=[CH:30][CH:31]=4)[N:26]=[C:25]([CH3:33])[CH:24]=3)=[CH:17][CH:16]=2)(=[O:14])=[O:13])[CH2:9][CH2:8][O:7][CH2:6]1)=[O:4].[C:34](=O)([O-])[O-].[K+].[K+].IC, predict the reaction product. The product is: [CH3:1][O:2][C:3]([CH:5]1[CH:10]([N:11]([CH3:34])[S:12]([C:15]2[CH:16]=[CH:17][C:18]([O:21][CH2:22][C:23]3[C:32]4[C:27](=[CH:28][CH:29]=[CH:30][CH:31]=4)[N:26]=[C:25]([CH3:33])[CH:24]=3)=[CH:19][CH:20]=2)(=[O:14])=[O:13])[CH2:9][CH2:8][O:7][CH2:6]1)=[O:4]. (3) The product is: [CH2:1]=[CH:2][CH2:3][CH2:4][CH2:5][CH2:6][CH2:11][CH2:10][CH2:9][CH2:8][CH2:7][CH:6]([S:12]([O:15][CH2:16][CH3:17])(=[O:14])=[O:13])[CH2:5][CH2:4][CH2:3][CH2:2][CH2:1][CH2:22][CH2:23][CH2:24][CH2:25][CH:26]=[CH2:27]. Given the reactants [CH2:1]=[CH:2][CH2:3][CH2:4][CH2:5][CH:6]([S:12]([O:15][CH2:16][CH3:17])(=[O:14])=[O:13])[CH2:7][CH2:8][CH2:9][CH:10]=[CH2:11].C=CCC[CH2:22][CH2:23][CH2:24][CH2:25][CH:26]=[CH2:27], predict the reaction product. (4) The product is: [N:10]1([C:6]2[CH:5]=[C:4]([NH2:1])[CH:9]=[CH:8][CH:7]=2)[CH2:11][CH2:12][O:13][CH2:14][CH2:15]1. Given the reactants [N+:1]([C:4]1[CH:5]=[C:6]([N:10]2[CH2:15][CH2:14][O:13][CH2:12][CH2:11]2)[CH:7]=[CH:8][CH:9]=1)([O-])=O.[H][H], predict the reaction product. (5) Given the reactants Br[C:2]1[C:10]2[C:5](=[N:6][CH:7]=[C:8]([C:11]3[CH:16]=[CH:15][CH:14]=[CH:13][CH:12]=3)[CH:9]=2)[N:4](C(OC(C)(C)C)=O)[CH:3]=1.OB(O)[C:26]1[CH:34]=[CH:33][C:29]([C:30]([OH:32])=[O:31])=[C:28]([CH2:35][CH3:36])[CH:27]=1.C(=O)([O-])[O-].[K+].[K+].ClCCl.[N].N1C2C(=CC=CC=2)C=C1, predict the reaction product. The product is: [CH2:35]([C:28]1[CH:27]=[C:26]([C:2]2[C:10]3[C:5](=[N:6][CH:7]=[C:8]([C:11]4[CH:12]=[CH:13][CH:14]=[CH:15][CH:16]=4)[CH:9]=3)[NH:4][CH:3]=2)[CH:34]=[CH:33][C:29]=1[C:30]([OH:32])=[O:31])[CH3:36]. (6) Given the reactants [Br:1][C:2]1[C:11]2[C:6](=[CH:7][C:8]([S:12](Cl)(=[O:14])=[O:13])=[CH:9][CH:10]=2)[C:5](=[O:16])[NH:4][CH:3]=1.[CH3:17][O:18][C:19]1[CH:31]=[CH:30][C:22]([CH2:23][NH:24][C:25]2[CH:29]=[CH:28][O:27][N:26]=2)=[CH:21][CH:20]=1.[Li+].C[Si]([N-][Si](C)(C)C)(C)C, predict the reaction product. The product is: [Br:1][C:2]1[C:11]2[C:6](=[CH:7][C:8]([S:12]([N:24]([C:25]3[CH:29]=[CH:28][O:27][N:26]=3)[CH2:23][C:22]3[CH:21]=[CH:20][C:19]([O:18][CH3:17])=[CH:31][CH:30]=3)(=[O:14])=[O:13])=[CH:9][CH:10]=2)[C:5](=[O:16])[NH:4][CH:3]=1.